Dataset: Reaction yield outcomes from USPTO patents with 853,638 reactions. Task: Predict the reaction yield, written as a fraction of the theoretical maximum amount of product (1.0 means a 100% yield; for example, 0.34 means a 34% yield). The reactants are [CH:1]1[C:10]2[C:5](=[CH:6][CH:7]=[CH:8][CH:9]=2)[CH:4]=[C:3]([NH:11][C:12](=[O:32])[O:13][CH2:14][C@@H:15]([N:18]([CH3:31])[C:19]([NH:21][CH2:22][C:23]2[CH:28]=[CH:27][CH:26]=[C:25]([F:29])[C:24]=2[Cl:30])=[O:20])[CH2:16][NH2:17])[N:2]=1.FC(F)(F)S(O[CH2:39][CH:40]([F:42])[F:41])(=O)=O.CCN(C(C)C)C(C)C. The catalyst is C1COCC1. The product is [CH:1]1[C:10]2[C:5](=[CH:6][CH:7]=[CH:8][CH:9]=2)[CH:4]=[C:3]([NH:11][C:12](=[O:32])[O:13][CH2:14][C@@H:15]([N:18]([CH3:31])[C:19]([NH:21][CH2:22][C:23]2[CH:28]=[CH:27][CH:26]=[C:25]([F:29])[C:24]=2[Cl:30])=[O:20])[CH2:16][NH:17][CH2:39][CH:40]([F:42])[F:41])[N:2]=1. The yield is 0.560.